Predict the reaction yield, written as a fraction of the theoretical maximum amount of product (1.0 means a 100% yield; for example, 0.34 means a 34% yield). From a dataset of Reaction yield outcomes from USPTO patents with 853,638 reactions. (1) The reactants are [CH3:1][Si:2]([CH3:26])([CH3:25])[CH2:3][CH2:4][O:5][CH2:6][N:7]1[CH:11]=[N:10][C:9]([C:12]2[S:16][C:15]([C:17]3[CH:22]=[CH:21][N:20]=[CH:19][CH:18]=3)=[N:14][C:13]=2[CH:23]=C)=[N:8]1.[O:27]1CCOCC1.N1C(C)=CC=CC=1C.I([O-])(=O)(=O)=O.[Na+]. The catalyst is [Os](=O)(=O)(=O)=O.O. The product is [N:20]1[CH:21]=[CH:22][C:17]([C:15]2[S:16][C:12]([C:9]3[N:10]=[CH:11][N:7]([CH2:6][O:5][CH2:4][CH2:3][Si:2]([CH3:26])([CH3:25])[CH3:1])[N:8]=3)=[C:13]([CH:23]=[O:27])[N:14]=2)=[CH:18][CH:19]=1. The yield is 0.990. (2) The reactants are [CH:1]([NH:3][NH:4][C:5](=O)[C:6]([CH3:32])([CH3:31])[CH2:7][C:8]1[S:9][C:10]([C:13]2[CH:18]=[C:17]([NH:19][C:20]3[N:25]=[C:24]([C:26]([F:29])([F:28])[F:27])[CH:23]=[CH:22][N:21]=3)[CH:16]=[C:15]([CH3:30])[CH:14]=2)=[CH:11][N:12]=1)=[O:2].CC[N+](S(N=C(OC)[O-])(=O)=O)(CC)CC. The catalyst is C1COCC1. The product is [CH3:30][C:15]1[CH:16]=[C:17]([NH:19][C:20]2[N:25]=[C:24]([C:26]([F:27])([F:29])[F:28])[CH:23]=[CH:22][N:21]=2)[CH:18]=[C:13]([C:10]2[S:9][C:8]([CH2:7][C:6]([CH3:31])([C:5]3[O:2][CH:1]=[N:3][N:4]=3)[CH3:32])=[N:12][CH:11]=2)[CH:14]=1. The yield is 0.480. (3) The reactants are C(OC([N:8]1[CH2:12][CH2:11][CH2:10][C@@H:9]1[CH2:13][S:14][C:15]1[CH:20]=[CH:19][C:18]([O:21][C:22]2[CH:27]=[CH:26][CH:25]=[CH:24][CH:23]=2)=[CH:17][CH:16]=1)=O)(C)(C)C.Cl. The catalyst is CO.C(OCC)C. The product is [O:21]([C:18]1[CH:19]=[CH:20][C:15]([S:14][CH2:13][C@H:9]2[CH2:10][CH2:11][CH2:12][NH:8]2)=[CH:16][CH:17]=1)[C:22]1[CH:23]=[CH:24][CH:25]=[CH:26][CH:27]=1. The yield is 0.940. (4) The reactants are [Cl:1][C:2]1[C:11]([C:12]([C:15]#[N:16])([CH3:14])[CH3:13])=[CH:10][CH:9]=[CH:8][C:3]=1[C:4]([O:6]C)=[O:5].CO.O.[OH-].[Li+]. The catalyst is O1CCCC1. The product is [Cl:1][C:2]1[C:11]([C:12]([C:15]#[N:16])([CH3:14])[CH3:13])=[CH:10][CH:9]=[CH:8][C:3]=1[C:4]([OH:6])=[O:5]. The yield is 0.910. (5) The reactants are F[C:2]1[CH:7]=[CH:6][C:5]([NH:8][C:9]([C:11]2[O:12][CH:13]=[CH:14][CH:15]=2)=[O:10])=[CH:4][C:3]=1[N+:16]([O-:18])=[O:17].C([O-])([O-])=O.[K+].[K+].[SH:25][C:26]1[CH:31]=[CH:30][C:29]([OH:32])=[CH:28][CH:27]=1. The catalyst is CN(C=O)C.O. The product is [OH:32][C:29]1[CH:30]=[CH:31][C:26]([S:25][C:2]2[CH:7]=[CH:6][C:5]([NH:8][C:9]([C:11]3[O:12][CH:13]=[CH:14][CH:15]=3)=[O:10])=[CH:4][C:3]=2[N+:16]([O-:18])=[O:17])=[CH:27][CH:28]=1. The yield is 0.990. (6) The reactants are [CH3:1][CH:2]([CH3:32])/[C:3](=[N:9]\[O:10][CH2:11][C:12]1[CH:17]=[CH:16][C:15]([O:18][CH2:19][C:20]2[N:21]=[C:22]([C:26]3[CH:31]=[CH:30][CH:29]=[CH:28][CH:27]=3)[O:23][C:24]=2[CH3:25])=[CH:14][CH:13]=1)/[C:4]([O:6]CC)=[O:5].Cl. The catalyst is O1CCCC1.CO.[OH-].[Na+]. The product is [CH3:1][CH:2]([CH3:32])/[C:3](=[N:9]\[O:10][CH2:11][C:12]1[CH:13]=[CH:14][C:15]([O:18][CH2:19][C:20]2[N:21]=[C:22]([C:26]3[CH:27]=[CH:28][CH:29]=[CH:30][CH:31]=3)[O:23][C:24]=2[CH3:25])=[CH:16][CH:17]=1)/[C:4]([OH:6])=[O:5]. The yield is 0.850.